This data is from Reaction yield outcomes from USPTO patents with 853,638 reactions. The task is: Predict the reaction yield, written as a fraction of the theoretical maximum amount of product (1.0 means a 100% yield; for example, 0.34 means a 34% yield). The reactants are [OH-].[K+].[OH:3][C:4]1[CH:11]=[CH:10][C:7]([CH:8]=[O:9])=[CH:6][CH:5]=1.[Br:12][CH2:13][CH2:14]Br. The product is [Br:12][CH2:13][CH2:14][O:3][C:4]1[CH:11]=[CH:10][C:7]([CH:8]=[O:9])=[CH:6][CH:5]=1. The yield is 0.410. The catalyst is C(O)C.